Dataset: Full USPTO retrosynthesis dataset with 1.9M reactions from patents (1976-2016). Task: Predict the reactants needed to synthesize the given product. Given the product [CH3:36][Si:33]([CH3:34])([CH3:35])[CH2:32][CH2:31][O:30][CH2:29][N:20]([CH2:21][O:22][CH2:23][CH2:24][Si:25]([CH3:26])([CH3:27])[CH3:28])[C:19]1[N:14]2[N:13]=[CH:12][C:11]([C:3]3[CH:2]=[N:1][C:10]4[C:5]([CH:4]=3)=[CH:6][CH:7]=[CH:8][CH:9]=4)=[C:15]2[N:16]=[C:17]([CH:37]=[O:39])[CH:18]=1, predict the reactants needed to synthesize it. The reactants are: [N:1]1[C:10]2[C:5](=[CH:6][CH:7]=[CH:8][CH:9]=2)[CH:4]=[C:3]([C:11]2[CH:12]=[N:13][N:14]3[C:19]([N:20]([CH2:29][O:30][CH2:31][CH2:32][Si:33]([CH3:36])([CH3:35])[CH3:34])[CH2:21][O:22][CH2:23][CH2:24][Si:25]([CH3:28])([CH3:27])[CH3:26])=[CH:18][C:17]([CH:37]=C)=[N:16][C:15]=23)[CH:2]=1.[O:39]1CCOCC1.N1C(C)=CC=CC=1C.[O-]S([O-])(=S)=O.[Na+].[Na+].